Dataset: Forward reaction prediction with 1.9M reactions from USPTO patents (1976-2016). Task: Predict the product of the given reaction. (1) Given the reactants [Cl:1][C:2]1[C:3]([CH2:11][NH2:12])=[CH:4][C:5]2[N:9]=[CH:8][NH:7][C:6]=2[CH:10]=1.Cl[C:14]1[N:19]=[C:18]([NH:20][C:21]2[NH:25][N:24]=[C:23]([CH:26]3[CH2:28][CH2:27]3)[CH:22]=2)[CH:17]=[CH:16][N:15]=1.CCN(C(C)C)C(C)C, predict the reaction product. The product is: [Cl:1][C:2]1[C:3]([CH2:11][NH:12][C:14]2[N:19]=[C:18]([NH:20][C:21]3[CH:22]=[C:23]([CH:26]4[CH2:28][CH2:27]4)[NH:24][N:25]=3)[CH:17]=[CH:16][N:15]=2)=[CH:4][C:5]2[N:9]=[CH:8][NH:7][C:6]=2[CH:10]=1. (2) The product is: [CH2:1]([C:5]1[CH:6]=[C:7]2[C:12](=[C:13]([O:15][CH:16]3[CH2:17][CH2:18][N:19]([CH2:23][CH2:24][CH2:25][CH2:26][NH:27][C:28](=[O:34])[O:29][C:30]([CH3:33])([CH3:32])[CH3:31])[CH2:20][CH2:21]3)[CH:14]=1)[N:11]=[CH:10][CH:9]=[CH:8]2)[CH2:2][CH2:3][CH3:4]. Given the reactants [CH2:1]([C:5]1[CH:6]=[C:7]2[C:12](=[C:13]([O:15][CH:16]3[CH2:21][CH2:20][NH:19][CH2:18][CH2:17]3)[CH:14]=1)[N:11]=[CH:10][CH:9]=[CH:8]2)[CH2:2][CH2:3][CH3:4].Br[CH2:23][CH2:24][CH2:25][CH2:26][NH:27][C:28](=[O:34])[O:29][C:30]([CH3:33])([CH3:32])[CH3:31], predict the reaction product. (3) Given the reactants C(=O)([O-])[O-].[K+].[K+].C([O:10][C@H:11]([C:13]1[O:17][N:16]=[C:15]([C:18]2[CH:30]=[CH:29][C:21]([C:22]([O:24][C:25]([CH3:28])([CH3:27])[CH3:26])=[O:23])=[C:20]([F:31])[CH:19]=2)[N:14]=1)[CH3:12])(=O)C.Cl, predict the reaction product. The product is: [F:31][C:20]1[CH:19]=[C:18]([C:15]2[N:14]=[C:13]([C@@H:11]([OH:10])[CH3:12])[O:17][N:16]=2)[CH:30]=[CH:29][C:21]=1[C:22]([O:24][C:25]([CH3:28])([CH3:27])[CH3:26])=[O:23]. (4) Given the reactants [CH3:1][O:2][C:3]1[CH:4]=[C:5]([C:9]2[O:13][C:12]([CH3:14])=[C:11]([CH:15]([NH:20][C:21]3[CH:26]=[CH:25][C:24]([C:27]([N:29]([CH3:37])[CH2:30][CH2:31][C:32]([O:34]CC)=[O:33])=[O:28])=[CH:23][CH:22]=3)[CH2:16][CH:17]([CH3:19])[CH3:18])[CH:10]=2)[CH:6]=[CH:7][CH:8]=1, predict the reaction product. The product is: [CH3:1][O:2][C:3]1[CH:4]=[C:5]([C:9]2[O:13][C:12]([CH3:14])=[C:11]([CH:15]([NH:20][C:21]3[CH:22]=[CH:23][C:24]([C:27]([N:29]([CH3:37])[CH2:30][CH2:31][C:32]([OH:34])=[O:33])=[O:28])=[CH:25][CH:26]=3)[CH2:16][CH:17]([CH3:19])[CH3:18])[CH:10]=2)[CH:6]=[CH:7][CH:8]=1. (5) Given the reactants [C:1]([O:5][C:6]([N:8]([CH2:16][C:17]([O:19][C:20]([CH3:23])([CH3:22])[CH3:21])=[O:18])[C:9]1[CH:14]=[CH:13][CH:12]=[C:11]([CH3:15])[N:10]=1)=[O:7])([CH3:4])([CH3:3])[CH3:2].C1C(=O)N([Br:31])C(=O)C1, predict the reaction product. The product is: [Br:31][C:12]1[CH:13]=[CH:14][C:9]([N:8]([CH2:16][C:17]([O:19][C:20]([CH3:23])([CH3:22])[CH3:21])=[O:18])[C:6]([O:5][C:1]([CH3:4])([CH3:3])[CH3:2])=[O:7])=[N:10][C:11]=1[CH3:15]. (6) Given the reactants [F:1][C:2]1[CH:7]=[CH:6][C:5]([S:8]([N:11]2[C:20]3[C:15](=[CH:16][C:17]([C:21]([OH:30])([C:26]([F:29])([F:28])[F:27])[C:22]([F:25])([F:24])[F:23])=[CH:18][CH:19]=3)[CH2:14][CH2:13][C@H:12]2[CH2:31][C:32](O)=[O:33])(=[O:10])=[O:9])=[CH:4][CH:3]=1.[NH2:35][NH2:36], predict the reaction product. The product is: [F:1][C:2]1[CH:3]=[CH:4][C:5]([S:8]([N:11]2[C:20]3[C:15](=[CH:16][C:17]([C:21]([OH:30])([C:26]([F:29])([F:28])[F:27])[C:22]([F:25])([F:23])[F:24])=[CH:18][CH:19]=3)[CH2:14][CH2:13][C@H:12]2[CH2:31][C:32]([NH:35][NH2:36])=[O:33])(=[O:10])=[O:9])=[CH:6][CH:7]=1. (7) Given the reactants [C:1]([C:4]1[CH:11]=[CH:10][C:7]([CH:8]=O)=[CH:6][CH:5]=1)(=[O:3])[CH3:2].[NH2:12][C:13]1[N:14]=[N:15][C:16]([CH3:19])=[CH:17][CH:18]=1.C(O[C:23](=[O:38])[C:24]([OH:37])=[CH:25][C:26]([C:28]1[CH:33]=[CH:32][C:31]([CH:34]([CH3:36])[CH3:35])=[CH:30][CH:29]=1)=[O:27])C, predict the reaction product. The product is: [C:1]([C:4]1[CH:11]=[CH:10][C:7]([CH:8]2[N:12]([C:13]3[N:14]=[N:15][C:16]([CH3:19])=[CH:17][CH:18]=3)[C:23](=[O:38])[C:24]([OH:37])=[C:25]2[C:26](=[O:27])[C:28]2[CH:29]=[CH:30][C:31]([CH:34]([CH3:35])[CH3:36])=[CH:32][CH:33]=2)=[CH:6][CH:5]=1)(=[O:3])[CH3:2].